This data is from Forward reaction prediction with 1.9M reactions from USPTO patents (1976-2016). The task is: Predict the product of the given reaction. (1) Given the reactants [CH2:1]([OH:4])[CH2:2][CH3:3].[H-].[Na+].[Br:7][C:8]1[CH:13]=[C:12]([S:14]([CH2:17][CH3:18])(=[O:16])=[O:15])[CH:11]=[CH:10][C:9]=1F.[NH4+].[Cl-], predict the reaction product. The product is: [Br:7][C:8]1[CH:13]=[C:12]([S:14]([CH2:17][CH3:18])(=[O:16])=[O:15])[CH:11]=[CH:10][C:9]=1[O:4][CH2:1][CH2:2][CH3:3]. (2) Given the reactants Cl[C:2]1[N:3]([CH3:10])[N:4]=[CH:5][C:6]=1[N+:7]([O-:9])=[O:8].[CH:11]([B-](F)(F)F)=[CH2:12].[K+].C(=O)([O-])[O-].[Cs+].[Cs+].CCOC(C)=O, predict the reaction product. The product is: [CH3:10][N:3]1[C:2]([CH:11]=[CH2:12])=[C:6]([N+:7]([O-:9])=[O:8])[CH:5]=[N:4]1. (3) Given the reactants [CH3:1][O:2][C:3]([C:5]1[N:9]=[C:8]([C:10]2[CH:15]=[CH:14][C:13](O)=[CH:12][N:11]=2)[N:7]([C:17]2[CH:18]=[N:19][C:20]([O:23][CH3:24])=[CH:21][CH:22]=2)[N:6]=1)=[O:4].FC(F)(F)S(OS(C(F)(F)F)(=O)=O)(=O)=O.C(=O)([O-])O.[Na+].C([Sn]([C:58]#[N:59])(CCCC)CCCC)CCC.[F-].[K+], predict the reaction product. The product is: [CH3:1][O:2][C:3]([C:5]1[N:9]=[C:8]([C:10]2[CH:15]=[CH:14][C:13]([C:58]#[N:59])=[CH:12][N:11]=2)[N:7]([C:17]2[CH:18]=[N:19][C:20]([O:23][CH3:24])=[CH:21][CH:22]=2)[N:6]=1)=[O:4]. (4) Given the reactants [F:1][C:2]1[C:7]([F:8])=[CH:6][CH:5]=[CH:4][C:3]=1[CH2:9][CH2:10][C:11](O)=O.C(Cl)(=O)C(Cl)=O.S(N)([NH2:23])(=O)=O.[OH-].[Na+], predict the reaction product. The product is: [F:1][C:2]1[C:7]([F:8])=[CH:6][CH:5]=[CH:4][C:3]=1[CH2:9][CH2:10][C:11]#[N:23]. (5) Given the reactants [C:1]1(=[O:6])[CH2:5][CH2:4][CH2:3][CH2:2]1.[C:7](OCC)(=[O:13])[C:8]([O:10][CH2:11][CH3:12])=[O:9].[H-].[Na+], predict the reaction product. The product is: [O:13]=[C:7]([CH:2]1[CH2:3][CH2:4][CH2:5][C:1]1=[O:6])[C:8]([O:10][CH2:11][CH3:12])=[O:9]. (6) Given the reactants [NH2:1][C:2]1[N:7]=[C:6]([Cl:8])[N:5]=[C:4](Cl)[N:3]=1.CCN(C(C)C)C(C)C.[CH3:19][N:20]1[CH:24]=[C:23]([NH2:25])[CH:22]=[N:21]1, predict the reaction product. The product is: [Cl:8][C:6]1[N:5]=[C:4]([NH:25][C:23]2[CH:22]=[N:21][N:20]([CH3:19])[CH:24]=2)[N:3]=[C:2]([NH2:1])[N:7]=1.